This data is from Full USPTO retrosynthesis dataset with 1.9M reactions from patents (1976-2016). The task is: Predict the reactants needed to synthesize the given product. (1) Given the product [Cl:10][C:11]1[CH:12]=[C:13](/[CH:14]=[CH:1]/[C:2]2[N:3]=[C:4]([OH:9])[CH:5]=[C:6]([CH3:8])[N:7]=2)[CH:16]=[CH:17][CH:18]=1, predict the reactants needed to synthesize it. The reactants are: [CH3:1][C:2]1[N:7]=[C:6]([CH3:8])[CH:5]=[C:4]([OH:9])[N:3]=1.[Cl:10][C:11]1[CH:12]=[C:13]([CH:16]=[CH:17][CH:18]=1)[CH:14]=O. (2) Given the product [CH3:1][O:2][C:3]1[CH:10]=[C:9]([O:11][CH3:12])[CH:8]=[CH:7][C:4]=1[CH2:5][NH:6][CH:32]1[CH2:36][CH2:35][CH:34]([C:37]([O:39][CH2:40][CH3:41])=[O:38])[CH2:33]1, predict the reactants needed to synthesize it. The reactants are: [CH3:1][O:2][C:3]1[CH:10]=[C:9]([O:11][CH3:12])[CH:8]=[CH:7][C:4]=1[CH2:5][NH2:6].C(O[BH-](OC(=O)C)OC(=O)C)(=O)C.[Na+].C(O)(=O)C.O=[C:32]1[CH2:36][CH2:35][CH:34]([C:37]([O:39][CH2:40][CH3:41])=[O:38])[CH2:33]1. (3) Given the product [CH3:1][O:2][C:3]([C:4]1[C:5]([CH3:6])=[N:7][O:17][C:9]=1[C:10]1[CH:15]=[CH:14][CH:13]=[C:12]([Br:16])[CH:11]=1)=[O:18], predict the reactants needed to synthesize it. The reactants are: [CH3:1][O:2][C:3](=[O:18])[CH:4]([C:9](=[O:17])[C:10]1[CH:15]=[CH:14][CH:13]=[C:12]([Br:16])[CH:11]=1)/[C:5](=[N:7]/C)/[CH3:6].Cl.NO.